This data is from Full USPTO retrosynthesis dataset with 1.9M reactions from patents (1976-2016). The task is: Predict the reactants needed to synthesize the given product. Given the product [NH:1]1[C:5]2[CH:6]=[CH:7][C:8]([C:10]([N:16]3[C@@H:17]4[C@H:22]([C:21]5[CH:23]=[C:24]([C:27]#[N:28])[CH:25]=[CH:26][C:20]=5[CH2:19][CH2:18]4)[CH2:13][CH2:14][CH2:15]3)=[O:12])=[CH:9][C:4]=2[N:3]=[CH:2]1, predict the reactants needed to synthesize it. The reactants are: [NH:1]1[C:5]2[CH:6]=[CH:7][C:8]([C:10]([OH:12])=O)=[CH:9][C:4]=2[N:3]=[CH:2]1.[CH2:13]1[C@@H:22]2[C@H:17]([CH2:18][CH2:19][C:20]3[CH:26]=[CH:25][C:24]([C:27]#[N:28])=[CH:23][C:21]=32)[NH:16][CH2:15][CH2:14]1.